This data is from Catalyst prediction with 721,799 reactions and 888 catalyst types from USPTO. The task is: Predict which catalyst facilitates the given reaction. Reactant: [CH2:1]([OH:11])[CH2:2][CH2:3][CH2:4][CH2:5][CH2:6][CH2:7][CH2:8][CH2:9][OH:10].Cl[C:13]1[CH:18]=[CH:17][N+:16]([O-:19])=[C:15]([CH3:20])[C:14]=1[CH3:21]. Product: [OH:11][CH2:1][CH2:2][CH2:3][CH2:4][CH2:5][CH2:6][CH2:7][CH2:8][CH2:9][O:10][C:13]1[CH:18]=[CH:17][N+:16]([O-:19])=[C:15]([CH3:20])[C:14]=1[CH3:21]. The catalyst class is: 11.